The task is: Predict the product of the given reaction.. This data is from Forward reaction prediction with 1.9M reactions from USPTO patents (1976-2016). (1) Given the reactants [NH2:1][C:2]1[CH:7]=[CH:6][C:5]([N:8]2[C:12]3=[N:13][CH:14]=[N:15][C:16]([NH:17][C:18](=[O:24])[O:19][C:20]([CH3:23])([CH3:22])[CH3:21])=[C:11]3[C:10]([I:25])=[N:9]2)=[CH:4][CH:3]=1.C=O.[BH3-][C:29]#N.[Na+].[BH-](OC(C)=O)(OC(C)=O)OC(C)=O.[Na+], predict the reaction product. The product is: [I:25][C:10]1[C:11]2[C:12](=[N:13][CH:14]=[N:15][C:16]=2[NH:17][C:18](=[O:24])[O:19][C:20]([CH3:21])([CH3:22])[CH3:23])[N:8]([C:5]2[CH:6]=[CH:7][C:2]([NH:1][CH3:29])=[CH:3][CH:4]=2)[N:9]=1. (2) Given the reactants [F:8][C:7]([F:10])([F:9])[C:6](O[C:6](=[O:11])[C:7]([F:10])([F:9])[F:8])=[O:11].[CH3:14][O:15][C:16]1[CH:17]=[CH:18][C:19]2[CH2:20][C@H:21]3[C@@H:26]([C:27]=2[CH:28]=1)[CH2:25][CH2:24][CH2:23][NH:22]3.C(N(CC)CC)C, predict the reaction product. The product is: [F:10][C:7]([F:8])([F:9])[C:6]([N:22]1[CH2:23][CH2:24][CH2:25][C@@H:26]2[C:27]3[CH:28]=[C:16]([O:15][CH3:14])[CH:17]=[CH:18][C:19]=3[CH2:20][C@H:21]12)=[O:11]. (3) Given the reactants Cl[C:2]1[CH:7]=[CH:6][C:5]([C:8]2[N:9]=[C:10]3[CH:15]=[CH:14][C:13](F)=[CH:12][N:11]3[C:17]=2[CH2:18][C:19]2[N:23]=[C:22]([C:24]([NH:26][OH:27])=[O:25])[O:21][N:20]=2)=[CH:4][CH:3]=1.ClC1C=CC(C2N=C3C=CC=CN3C=2CC2N=C(C(OCC)=O)ON=2)=CC=1.Cl.NO, predict the reaction product. The product is: [OH:27][NH:26][C:24]([C:22]1[O:21][N:20]=[C:19]([CH2:18][C:17]2[N:11]3[CH:12]=[CH:13][CH:14]=[CH:15][C:10]3=[N:9][C:8]=2[C:5]2[CH:6]=[CH:7][CH:2]=[CH:3][CH:4]=2)[N:23]=1)=[O:25]. (4) Given the reactants [CH2:1]1[C:9]2[C:4](=[CH:5][CH:6]=[CH:7][CH:8]=2)[CH2:3][CH:2]1[NH:10][C:11]1[N:12]=[CH:13][C:14]2[CH2:20][N:19]([C:21]([C:23]3[CH:28]=[C:27]([C:29]#[C:30][Si](C)(C)C)[CH:26]=[CH:25][N:24]=3)=[O:22])[CH2:18][CH2:17][C:15]=2[N:16]=1.[Na].O=C1O[C@H]([C@H](CO)O)C(O)=C1O.[N:48]([Si](C)(C)C)=[N+:49]=[N-:50], predict the reaction product. The product is: [CH2:1]1[C:9]2[C:4](=[CH:5][CH:6]=[CH:7][CH:8]=2)[CH2:3][CH:2]1[NH:10][C:11]1[N:12]=[CH:13][C:14]2[CH2:20][N:19]([C:21]([C:23]3[CH:28]=[C:27]([C:29]4[NH:50][N:49]=[N:48][CH:30]=4)[CH:26]=[CH:25][N:24]=3)=[O:22])[CH2:18][CH2:17][C:15]=2[N:16]=1. (5) Given the reactants [OH:1][C:2]1([CH3:15])[CH2:6][CH2:5][CH2:4][C@@H:3]1[NH:7]C(=O)OC(C)(C)C.[ClH:16].O1CCOCC1, predict the reaction product. The product is: [ClH:16].[NH2:7][C@H:3]1[CH2:4][CH2:5][CH2:6][C:2]1([CH3:15])[OH:1]. (6) The product is: [C:21]1([C:26]2[CH:27]=[CH:28][CH:29]=[CH:30][CH:31]=2)[C:20]([C:18]([NH2:17])=[O:19])=[CH:25][CH:24]=[CH:23][CH:22]=1. Given the reactants NC1N=C(CCOC2C=CC([NH:17][C:18]([C:20]3[C:21]([C:26]4[CH:31]=[CH:30][C:29](C(F)(F)F)=[CH:28][CH:27]=4)=[CH:22][CH:23]=[CH:24][CH:25]=3)=[O:19])=CC=2)C=CC=1.C(=O)(O)[O-].[Na+].OOS([O-])=O.[K+], predict the reaction product.